Dataset: NCI-60 drug combinations with 297,098 pairs across 59 cell lines. Task: Regression. Given two drug SMILES strings and cell line genomic features, predict the synergy score measuring deviation from expected non-interaction effect. (1) Drug 1: C1=NC2=C(N1)C(=S)N=C(N2)N. Drug 2: C1C(C(OC1N2C=NC3=C(N=C(N=C32)Cl)N)CO)O. Cell line: IGROV1. Synergy scores: CSS=28.8, Synergy_ZIP=-6.81, Synergy_Bliss=-1.77, Synergy_Loewe=-2.78, Synergy_HSA=-2.30. (2) Drug 1: CN1CCC(CC1)COC2=C(C=C3C(=C2)N=CN=C3NC4=C(C=C(C=C4)Br)F)OC. Drug 2: CC1C(C(CC(O1)OC2CC(CC3=C2C(=C4C(=C3O)C(=O)C5=CC=CC=C5C4=O)O)(C(=O)C)O)N)O. Cell line: M14. Synergy scores: CSS=37.0, Synergy_ZIP=1.65, Synergy_Bliss=2.42, Synergy_Loewe=-39.9, Synergy_HSA=0.406. (3) Drug 1: C1CN(CCN1C(=O)CCBr)C(=O)CCBr. Drug 2: C(CCl)NC(=O)N(CCCl)N=O. Cell line: 786-0. Synergy scores: CSS=20.4, Synergy_ZIP=-3.61, Synergy_Bliss=4.35, Synergy_Loewe=-1.01, Synergy_HSA=3.23. (4) Drug 1: CC1=C(C=C(C=C1)NC(=O)C2=CC=C(C=C2)CN3CCN(CC3)C)NC4=NC=CC(=N4)C5=CN=CC=C5. Drug 2: CS(=O)(=O)CCNCC1=CC=C(O1)C2=CC3=C(C=C2)N=CN=C3NC4=CC(=C(C=C4)OCC5=CC(=CC=C5)F)Cl. Cell line: OVCAR-8. Synergy scores: CSS=2.93, Synergy_ZIP=-3.05, Synergy_Bliss=0.239, Synergy_Loewe=-7.00, Synergy_HSA=-0.573.